The task is: Predict the reaction yield, written as a fraction of the theoretical maximum amount of product (1.0 means a 100% yield; for example, 0.34 means a 34% yield).. This data is from Reaction yield outcomes from USPTO patents with 853,638 reactions. The reactants are C(=O)([O-])[O-].[K+].[K+].[C:7](Cl)(=[O:16])[O:8][CH2:9][C:10]1[CH:15]=[CH:14][CH:13]=[CH:12][CH:11]=1.[Cl:18][C:19]1[CH:33]=[CH:32][C:22]([C:23]([N:25]2[CH2:30][CH2:29][CH2:28][C@@H:27]([NH2:31])[CH2:26]2)=[O:24])=[CH:21][CH:20]=1.[Cl-].[Na+]. The catalyst is ClC1C=CC=CC=1. The product is [Cl:18][C:19]1[CH:33]=[CH:32][C:22]([C:23]([N:25]2[CH2:30][CH2:29][CH2:28][C@@H:27]([NH:31][C:7]([O:8][CH2:9][C:10]3[CH:15]=[CH:14][CH:13]=[CH:12][CH:11]=3)=[O:16])[CH2:26]2)=[O:24])=[CH:21][CH:20]=1. The yield is 0.350.